This data is from NCI-60 drug combinations with 297,098 pairs across 59 cell lines. The task is: Regression. Given two drug SMILES strings and cell line genomic features, predict the synergy score measuring deviation from expected non-interaction effect. (1) Drug 1: C(=O)(N)NO. Drug 2: CC1=C(C=C(C=C1)C(=O)NC2=CC(=CC(=C2)C(F)(F)F)N3C=C(N=C3)C)NC4=NC=CC(=N4)C5=CN=CC=C5. Cell line: NCI/ADR-RES. Synergy scores: CSS=1.02, Synergy_ZIP=-2.20, Synergy_Bliss=-1.75, Synergy_Loewe=-4.64, Synergy_HSA=-4.64. (2) Drug 1: C1=CC(=CC=C1CCC2=CNC3=C2C(=O)NC(=N3)N)C(=O)NC(CCC(=O)O)C(=O)O. Drug 2: C1C(C(OC1N2C=NC(=NC2=O)N)CO)O. Cell line: CAKI-1. Synergy scores: CSS=14.4, Synergy_ZIP=-9.54, Synergy_Bliss=-11.3, Synergy_Loewe=-5.57, Synergy_HSA=-5.08. (3) Drug 1: CC1=C(C=C(C=C1)NC2=NC=CC(=N2)N(C)C3=CC4=NN(C(=C4C=C3)C)C)S(=O)(=O)N.Cl. Drug 2: CC1=C(C(=O)C2=C(C1=O)N3CC4C(C3(C2COC(=O)N)OC)N4)N. Cell line: NCI-H322M. Synergy scores: CSS=5.64, Synergy_ZIP=1.94, Synergy_Bliss=-4.52, Synergy_Loewe=-18.2, Synergy_HSA=-7.49. (4) Drug 1: C#CCC(CC1=CN=C2C(=N1)C(=NC(=N2)N)N)C3=CC=C(C=C3)C(=O)NC(CCC(=O)O)C(=O)O. Drug 2: C(CN)CNCCSP(=O)(O)O. Cell line: HCT-15. Synergy scores: CSS=-9.00, Synergy_ZIP=2.34, Synergy_Bliss=0.0713, Synergy_Loewe=-3.43, Synergy_HSA=-4.59. (5) Drug 1: C1CN1P(=S)(N2CC2)N3CC3. Drug 2: C1=CC=C(C=C1)NC(=O)CCCCCCC(=O)NO. Cell line: COLO 205. Synergy scores: CSS=32.4, Synergy_ZIP=-8.77, Synergy_Bliss=1.40, Synergy_Loewe=1.14, Synergy_HSA=1.61. (6) Drug 1: COC1=CC(=CC(=C1O)OC)C2C3C(COC3=O)C(C4=CC5=C(C=C24)OCO5)OC6C(C(C7C(O6)COC(O7)C8=CC=CS8)O)O. Drug 2: CC1CCC2CC(C(=CC=CC=CC(CC(C(=O)C(C(C(=CC(C(=O)CC(OC(=O)C3CCCCN3C(=O)C(=O)C1(O2)O)C(C)CC4CCC(C(C4)OC)O)C)C)O)OC)C)C)C)OC. Cell line: NCI/ADR-RES. Synergy scores: CSS=-3.41, Synergy_ZIP=-1.80, Synergy_Bliss=-5.18, Synergy_Loewe=-5.77, Synergy_HSA=-5.00. (7) Drug 1: C1CC(=O)NC(=O)C1N2CC3=C(C2=O)C=CC=C3N. Drug 2: C1CCC(CC1)NC(=O)N(CCCl)N=O. Cell line: IGROV1. Synergy scores: CSS=33.3, Synergy_ZIP=-8.19, Synergy_Bliss=0.637, Synergy_Loewe=2.12, Synergy_HSA=4.18.